From a dataset of Reaction yield outcomes from USPTO patents with 853,638 reactions. Predict the reaction yield, written as a fraction of the theoretical maximum amount of product (1.0 means a 100% yield; for example, 0.34 means a 34% yield). (1) The reactants are [CH3:1][C:2]([CH3:17])([O:4][C:5]([NH:7][CH:8]([C:12]([CH3:16])([CH3:15])[CH:13]=[CH2:14])[C:9]([OH:11])=O)=[O:6])[CH3:3].CN(C(ON1N=NC2C=CC=NC1=2)=[N+](C)C)C.[B-](F)(F)(F)F.CCN(C(C)C)C(C)C.[CH2:49]([NH:52][CH2:53][C:54]1[CH:59]=[CH:58][C:57]([O:60][CH3:61])=[CH:56][C:55]=1[O:62][CH3:63])[CH:50]=[CH2:51]. The catalyst is CN(C)C=O. The product is [C:2]([O:4][C:5](=[O:6])[NH:7][CH:8]([C:9](=[O:11])[N:52]([CH2:49][CH:50]=[CH2:51])[CH2:53][C:54]1[CH:59]=[CH:58][C:57]([O:60][CH3:61])=[CH:56][C:55]=1[O:62][CH3:63])[C:12]([CH3:16])([CH3:15])[CH:13]=[CH2:14])([CH3:1])([CH3:3])[CH3:17]. The yield is 0.890. (2) The reactants are [CH2:1]([O:3][CH2:4][CH2:5][O:6][C:7]1[CH:12]=[C:11]([CH3:13])[C:10]([C:14]2[CH:19]=[CH:18][CH:17]=[C:16]([CH2:20][O:21][C:22]3[CH:27]=[CH:26][C:25]([CH2:28][CH2:29][C:30](O)=[O:31])=[C:24]([F:33])[CH:23]=3)[CH:15]=2)=[C:9]([CH3:34])[CH:8]=1)[CH3:2].N.CO.Cl.C([N:41]=C=NCCCN)C.ON1C2C=CC=CC=2N=N1.C1CCN2C(=NCCC2)CC1.C(N(CC)CC)C.C(=O)([O-])O.[Na+]. The catalyst is C(#N)C. The product is [CH2:1]([O:3][CH2:4][CH2:5][O:6][C:7]1[CH:12]=[C:11]([CH3:13])[C:10]([C:14]2[CH:19]=[CH:18][CH:17]=[C:16]([CH2:20][O:21][C:22]3[CH:27]=[CH:26][C:25]([CH2:28][CH2:29][C:30]([NH2:41])=[O:31])=[C:24]([F:33])[CH:23]=3)[CH:15]=2)=[C:9]([CH3:34])[CH:8]=1)[CH3:2]. The yield is 0.800. (3) The reactants are [Cl:1][C:2]1[CH:3]=[C:4]([S:9]([N:12]2[CH2:45][CH2:44][CH2:43][C@H:13]2[C:14]([NH:16][C@@H:17]([CH2:22][CH2:23][C:24]([N:26]2[CH2:31][CH2:30][CH:29]([CH2:32][N:33]([CH2:41][CH3:42])[C:34]([O:36][CH2:37][CH:38]([CH3:40])[CH3:39])=[O:35])[CH2:28][CH2:27]2)=[O:25])[C:18]([O:20]C)=[O:19])=[O:15])(=[O:11])=[O:10])[CH:5]=[C:6]([Cl:8])[CH:7]=1.O[Li].O. The catalyst is C1COCC1.O. The product is [Cl:8][C:6]1[CH:5]=[C:4]([S:9]([N:12]2[CH2:45][CH2:44][CH2:43][C@H:13]2[C:14]([NH:16][C@@H:17]([CH2:22][CH2:23][C:24]([N:26]2[CH2:27][CH2:28][CH:29]([CH2:32][N:33]([CH2:41][CH3:42])[C:34]([O:36][CH2:37][CH:38]([CH3:39])[CH3:40])=[O:35])[CH2:30][CH2:31]2)=[O:25])[C:18]([OH:20])=[O:19])=[O:15])(=[O:11])=[O:10])[CH:3]=[C:2]([Cl:1])[CH:7]=1. The yield is 0.290.